This data is from NCI-60 drug combinations with 297,098 pairs across 59 cell lines. The task is: Regression. Given two drug SMILES strings and cell line genomic features, predict the synergy score measuring deviation from expected non-interaction effect. Drug 1: CC1=C(C(CCC1)(C)C)C=CC(=CC=CC(=CC(=O)O)C)C. Drug 2: CC1C(C(CC(O1)OC2CC(CC3=C2C(=C4C(=C3O)C(=O)C5=C(C4=O)C(=CC=C5)OC)O)(C(=O)CO)O)N)O.Cl. Cell line: NCI-H522. Synergy scores: CSS=26.5, Synergy_ZIP=-1.28, Synergy_Bliss=-0.702, Synergy_Loewe=-19.5, Synergy_HSA=-0.935.